Dataset: Reaction yield outcomes from USPTO patents with 853,638 reactions. Task: Predict the reaction yield, written as a fraction of the theoretical maximum amount of product (1.0 means a 100% yield; for example, 0.34 means a 34% yield). The reactants are Br[C:2]1[C:10]2[C:6](=[N:7][Se:8][N:9]=2)[C:5](Br)=[CH:4][CH:3]=1.[C:12]([Cu])#[N:13].[NH4+].[OH-].[CH3:17][N:18](C=O)C. No catalyst specified. The product is [N:9]1[Se:8][N:7]=[C:6]2[C:5]([C:17]#[N:18])=[CH:4][CH:3]=[C:2]([C:12]#[N:13])[C:10]=12. The yield is 0.250.